Dataset: Full USPTO retrosynthesis dataset with 1.9M reactions from patents (1976-2016). Task: Predict the reactants needed to synthesize the given product. (1) Given the product [CH3:38][S:39]([C:42]1[CH:43]=[CH:44][C:45]([CH2:46][CH:47]([C:48]([OH:56])=[O:49])[C:52]([OH:53])=[O:51])=[CH:57][CH:58]=1)(=[O:40])=[O:41], predict the reactants needed to synthesize it. The reactants are: S1C(CC2C(=O)OC(C)(C)OC2=O)=CC2C=CC=CC1=2.S1C(CC(C(O)=O)C(O)=O)=CC2C=CC=CC1=2.[CH3:38][S:39]([C:42]1[CH:58]=[CH:57][C:45]([CH2:46][CH:47]2[C:52](=[O:53])[O:51]C(C)(C)[O:49][C:48]2=[O:56])=[CH:44][CH:43]=1)(=[O:41])=[O:40]. (2) Given the product [N:9]1[O:8][N:7]=[C:6]2[CH:10]=[C:2]([C:22]3[CH:23]=[CH:24][C:19]([N:18]([CH3:28])[CH3:17])=[CH:20][CH:21]=3)[CH:3]=[CH:4][C:5]=12, predict the reactants needed to synthesize it. The reactants are: Br[C:2]1[CH:3]=[CH:4][C:5]2[C:6]([CH:10]=1)=[N:7][O:8][N:9]=2.C(=O)([O-])[O-].[Na+].[Na+].[CH3:17][N:18]([CH3:28])[C:19]1[CH:24]=[CH:23][C:22](B(O)O)=[CH:21][CH:20]=1.